This data is from CYP1A2 inhibition data for predicting drug metabolism from PubChem BioAssay. The task is: Regression/Classification. Given a drug SMILES string, predict its absorption, distribution, metabolism, or excretion properties. Task type varies by dataset: regression for continuous measurements (e.g., permeability, clearance, half-life) or binary classification for categorical outcomes (e.g., BBB penetration, CYP inhibition). Dataset: cyp1a2_veith. (1) The result is 0 (non-inhibitor). The compound is Cc1ccccc1NC1=C(C(=O)c2ccccc2)N(C)S(=O)(=O)c2ccccc21. (2) The drug is Oc1cc(O)c2c(c1)O[C@@H](c1ccc(O)c(O)c1)[C@H](O[C@@]1(c3cc(O)c(O)c(O)c3)Oc3cc(O)cc(O)c3[C@H](O)[C@@H]1O)C2. The result is 0 (non-inhibitor). (3) The drug is [N-]=[N+]=NCC(N)=O. The result is 0 (non-inhibitor). (4) The compound is CC1CN(C(=O)c2cc3c(s2)CCC3)CC(C)O1. The result is 1 (inhibitor). (5) The compound is COc1ccccc1Oc1ccc2c(c1)C(=O)N(c1ccc(C)cc1)C2=O. The result is 0 (non-inhibitor). (6) The drug is CCOC(=O)c1oc2ccccc2c1NC(=O)c1cc(OC)cc(OC)c1. The result is 1 (inhibitor). (7) The molecule is Cc1ccccc1-c1nc(CS(=O)CC(=O)NCCN2CCN(Cc3ccccc3)CC2)c(C)o1. The result is 0 (non-inhibitor).